This data is from Forward reaction prediction with 1.9M reactions from USPTO patents (1976-2016). The task is: Predict the product of the given reaction. (1) Given the reactants [Cl:1][C:2]1[N:7]=[C:6]([NH2:8])[CH:5]=[CH:4][N:3]=1.[H-].[Na+].[O:11]1[CH2:16][CH2:15][CH:14]([CH2:17][C:18](Cl)=[O:19])[CH2:13][CH2:12]1, predict the reaction product. The product is: [Cl:1][C:2]1[N:7]=[C:6]([NH:8][C:18](=[O:19])[CH2:17][CH:14]2[CH2:15][CH2:16][O:11][CH2:12][CH2:13]2)[CH:5]=[CH:4][N:3]=1. (2) Given the reactants [CH2:1]([O:8][C:9]1[CH:14]=[CH:13][NH:12][C:11](=[O:15])[CH:10]=1)[C:2]1[CH:7]=[CH:6][CH:5]=[CH:4][CH:3]=1.Br[C:17]1[S:18][C:19]([C:23]([NH:25][CH2:26][C:27]2[CH:28]=[N:29][CH:30]=[CH:31][CH:32]=2)=[O:24])=[C:20]([CH3:22])[N:21]=1, predict the reaction product. The product is: [CH2:1]([O:8][C:9]1[CH:14]=[CH:13][N:12]([C:17]2[S:18][C:19]([C:23]([NH:25][CH2:26][C:27]3[CH:28]=[N:29][CH:30]=[CH:31][CH:32]=3)=[O:24])=[C:20]([CH3:22])[N:21]=2)[C:11](=[O:15])[CH:10]=1)[C:2]1[CH:3]=[CH:4][CH:5]=[CH:6][CH:7]=1. (3) Given the reactants Br[C:2]1[CH:12]=[CH:11][C:5]([C:6]([O:8][CH2:9][CH3:10])=[O:7])=[CH:4][CH:3]=1.[Br:13][C:14]1[CH:19]=[CH:18][C:17](OB(O)O)=[CH:16][CH:15]=1, predict the reaction product. The product is: [Br:13][C:14]1[CH:19]=[CH:18][C:17]([C:2]2[CH:12]=[CH:11][C:5]([C:6]([O:8][CH2:9][CH3:10])=[O:7])=[CH:4][CH:3]=2)=[CH:16][CH:15]=1. (4) The product is: [Br:12][C:13]1[CH:22]=[C:21]2[C:16]([C:17]3[N:25]4[CH2:26][CH2:27][CH2:28][N:29]([C:30]([O:32][C:33]([CH3:36])([CH3:35])[CH3:34])=[O:31])[C:24]4=[N:23][C:18]=3[CH:19]=[N+:20]2[O-:9])=[CH:15][CH:14]=1. Given the reactants C1C=C(Cl)C=C(C(OO)=[O:9])C=1.[Br:12][C:13]1[CH:22]=[C:21]2[C:16]([C:17]3[N:25]4[CH2:26][CH2:27][CH2:28][N:29]([C:30]([O:32][C:33]([CH3:36])([CH3:35])[CH3:34])=[O:31])[C:24]4=[N:23][C:18]=3[CH:19]=[N:20]2)=[CH:15][CH:14]=1, predict the reaction product.